Predict the product of the given reaction. From a dataset of Forward reaction prediction with 1.9M reactions from USPTO patents (1976-2016). (1) Given the reactants [CH3:1][O:2][C:3]1[CH:4]=[CH:5][C:6]2[O:10][CH:9]=[C:8]([CH2:11][C:12]([CH3:14])=O)[C:7]=2[CH:15]=1.[Cl:16][C:17]1[CH:18]=[C:19]2[C:24](=[C:25]([N:27]3[CH2:32][CH2:31][NH:30][CH2:29][CH2:28]3)[CH:26]=1)[N:23]=[CH:22][CH:21]=[CH:20]2.C(O[BH-](OC(=O)C)OC(=O)C)(=O)C.[Na+], predict the reaction product. The product is: [Cl:16][C:17]1[CH:18]=[C:19]2[C:24](=[C:25]([N:27]3[CH2:32][CH2:31][N:30]([CH:12]([CH3:14])[CH2:11][C:8]4[C:7]5[CH:15]=[C:3]([O:2][CH3:1])[CH:4]=[CH:5][C:6]=5[O:10][CH:9]=4)[CH2:29][CH2:28]3)[CH:26]=1)[N:23]=[CH:22][CH:21]=[CH:20]2. (2) Given the reactants [CH2:1]([O:3][C:4]([C:6]1[C:7](=[O:30])[NH:8][C:9]2[C:14]([C:15]=1[N:16]1[CH2:21][CH2:20][N:19]([C:22]([C:24]3[O:25][CH:26]=[CH:27][CH:28]=3)=[O:23])[CH2:18][CH2:17]1)=[CH:13][C:12]([F:29])=[CH:11][N:10]=2)=[O:5])[CH3:2].[CH2:31](Br)[C:32]1[CH:37]=[CH:36][CH:35]=[CH:34][CH:33]=1, predict the reaction product. The product is: [CH2:1]([O:3][C:4]([C:6]1[C:7](=[O:30])[N:8]([CH2:31][C:32]2[CH:37]=[CH:36][CH:35]=[CH:34][CH:33]=2)[C:9]2[C:14]([C:15]=1[N:16]1[CH2:21][CH2:20][N:19]([C:22]([C:24]3[O:25][CH:26]=[CH:27][CH:28]=3)=[O:23])[CH2:18][CH2:17]1)=[CH:13][C:12]([F:29])=[CH:11][N:10]=2)=[O:5])[CH3:2]. (3) Given the reactants [C:1]([O:4][C:5]1[CH:6]=[C:7]([CH:11]=[C:12]([O:14][CH2:15][C:16]2[CH:21]=[CH:20][CH:19]=[CH:18][CH:17]=2)[CH:13]=1)[C:8](O)=O)(=[O:3])[CH3:2].C(N1CCOCC1)C.[CH:30]([C:32]1[CH:37]=[CH:36][C:35]([O:38][CH2:39][C:40]2[CH:45]=[CH:44][CH:43]=[CH:42][CH:41]=2)=[C:34]([O:46][CH3:47])[CH:33]=1)=C, predict the reaction product. The product is: [C:1]([O:4][C:5]1[CH:6]=[C:7](/[CH:8]=[CH:30]/[C:32]2[CH:37]=[CH:36][C:35]([O:38][CH2:39][C:40]3[CH:41]=[CH:42][CH:43]=[CH:44][CH:45]=3)=[C:34]([O:46][CH3:47])[CH:33]=2)[CH:11]=[C:12]([O:14][CH2:15][C:16]2[CH:21]=[CH:20][CH:19]=[CH:18][CH:17]=2)[CH:13]=1)(=[O:3])[CH3:2]. (4) Given the reactants [N+:1]([O-:4])([OH:3])=[O:2].[Br:5][C:6]1[CH:24]=[N:23][C:9]2[N:10]=[C:11]([N:17]3[CH2:20][CH:19]([NH:21][CH3:22])[CH2:18]3)[C:12]3[N:13]([CH:14]=[N:15][N:16]=3)[C:8]=2[CH:7]=1, predict the reaction product. The product is: [N+:1]([O-:4])([OH:3])=[O:2].[Br:5][C:6]1[CH:24]=[N:23][C:9]2[N:10]=[C:11]([N:17]3[CH2:20][CH:19]([NH:21][CH3:22])[CH2:18]3)[C:12]3[N:13]([CH:14]=[N:15][N:16]=3)[C:8]=2[CH:7]=1. (5) Given the reactants [CH3:1][O:2][C:3]([C:5]1[CH2:6][O:7][CH2:8][CH2:9][C:10]=1[OH:11])=[O:4].C(C1C=C(C)C=C(C(C)(C)C)N=1)(C)(C)C.[F:27][C:28]([F:34])([F:33])[S:29]([O-])(=[O:31])=[O:30], predict the reaction product. The product is: [CH3:1][O:2][C:3]([C:5]1[CH2:6][O:7][CH2:8][CH2:9][C:10]=1[O:11][S:29]([C:28]([F:34])([F:33])[F:27])(=[O:31])=[O:30])=[O:4]. (6) Given the reactants [F:1][CH:2]([F:16])[CH2:3][O:4][C:5]1[N:6]=[C:7]([CH3:15])[C:8]([C:11]([O:13]C)=[O:12])=[N:9][CH:10]=1, predict the reaction product. The product is: [F:16][CH:2]([F:1])[CH2:3][O:4][C:5]1[N:6]=[C:7]([CH3:15])[C:8]([C:11]([OH:13])=[O:12])=[N:9][CH:10]=1. (7) Given the reactants C(OC(=O)[NH:7][CH:8]1[CH2:17][CH2:16][C:15]2[C:10](=[CH:11][C:12]([CH2:18][NH:19][S:20]([CH2:23][CH2:24][CH2:25][F:26])(=[O:22])=[O:21])=[CH:13][CH:14]=2)[CH:9]1[CH2:27][C:28]1[CH:33]=[CH:32][CH:31]=[CH:30][CH:29]=1)(C)(C)C.[F:35][C:36]([F:41])([F:40])[C:37]([OH:39])=[O:38], predict the reaction product. The product is: [F:35][C:36]([F:41])([F:40])[C:37]([OH:39])=[O:38].[NH2:7][CH:8]1[CH:9]([CH2:27][C:28]2[CH:33]=[CH:32][CH:31]=[CH:30][CH:29]=2)[C:10]2[CH:11]=[C:12]([CH2:18][NH:19][S:20]([CH2:23][CH2:24][CH2:25][F:26])(=[O:22])=[O:21])[CH:13]=[CH:14][C:15]=2[CH2:16][CH2:17]1.